From a dataset of NCI-60 drug combinations with 297,098 pairs across 59 cell lines. Regression. Given two drug SMILES strings and cell line genomic features, predict the synergy score measuring deviation from expected non-interaction effect. Drug 1: CCCS(=O)(=O)NC1=C(C(=C(C=C1)F)C(=O)C2=CNC3=C2C=C(C=N3)C4=CC=C(C=C4)Cl)F. Drug 2: CC1=C2C(C(=O)C3(C(CC4C(C3C(C(C2(C)C)(CC1OC(=O)C(C(C5=CC=CC=C5)NC(=O)OC(C)(C)C)O)O)OC(=O)C6=CC=CC=C6)(CO4)OC(=O)C)O)C)O. Cell line: PC-3. Synergy scores: CSS=34.4, Synergy_ZIP=10.1, Synergy_Bliss=11.9, Synergy_Loewe=-16.1, Synergy_HSA=10.6.